From a dataset of Forward reaction prediction with 1.9M reactions from USPTO patents (1976-2016). Predict the product of the given reaction. (1) Given the reactants [Cl:1]N1C(=O)CCC1=O.[F:9][C:10]1[C:25]([F:26])=[CH:24][C:13]2[NH:14][C:15]([NH:17][C:18]3[C:22]([CH3:23])=[CH:21][S:20][CH:19]=3)=[N:16][C:12]=2[CH:11]=1, predict the reaction product. The product is: [ClH:1].[Cl:1][C:19]1[S:20][CH:21]=[C:22]([CH3:23])[C:18]=1[NH:17][C:15]1[NH:14][C:13]2[CH:24]=[C:25]([F:26])[C:10]([F:9])=[CH:11][C:12]=2[N:16]=1. (2) Given the reactants Br[C:2]1[C:10]([NH:11][S:12]([C:15]2[CH:20]=[CH:19][CH:18]=[CH:17][CH:16]=2)(=[O:14])=[O:13])=[CH:9][CH:8]=[C:7]2[C:3]=1[C:4](=[O:21])[CH2:5][CH2:6]2.C1[CH2:26][O:25]CC1.[OH2:27], predict the reaction product. The product is: [O:21]=[C:4]1[C:3]2[C:2]([C:26]([OH:25])=[O:27])=[C:10]([NH:11][S:12]([C:15]3[CH:20]=[CH:19][CH:18]=[CH:17][CH:16]=3)(=[O:14])=[O:13])[CH:9]=[CH:8][C:7]=2[CH2:6][CH2:5]1. (3) Given the reactants [CH3:1][C:2]1[C:3]([NH2:16])=[CH:4][S:5][C:6]=1[C:7]1[CH:12]=[CH:11][CH:10]=[C:9]([N+:13]([O-:15])=[O:14])[CH:8]=1.C([O-])([O-])=O.[K+].[K+].Br[CH2:24][C:25]([O:27][CH3:28])=[O:26], predict the reaction product. The product is: [CH3:1][C:2]1[C:3]([NH:16][CH2:24][C:25]([O:27][CH3:28])=[O:26])=[CH:4][S:5][C:6]=1[C:7]1[CH:12]=[CH:11][CH:10]=[C:9]([N+:13]([O-:15])=[O:14])[CH:8]=1.